Dataset: Experimentally validated miRNA-target interactions with 360,000+ pairs, plus equal number of negative samples. Task: Binary Classification. Given a miRNA mature sequence and a target amino acid sequence, predict their likelihood of interaction. (1) The miRNA is mmu-miR-466a-3p with sequence UAUACAUACACGCACACAUAAGA. The protein sequence of the target gene is MAGILRLVVQWPPGRLQTVTKGVESLICTDWIRHKFTRSRIPEKVFQASPEDHEKYGGDPQNPHKLHIVTRIKSTRRRPYWEKDIIKMLGLEKAHTPQVHKNIPSVNAKLKVVKHLIRIKPLKLPQGLPAEENMSNTCLKSTGELVVQWHLKPVEQKAHES. Result: 0 (no interaction). (2) The miRNA is rno-miR-125b-5p with sequence UCCCUGAGACCCUAACUUGUGA. The protein sequence of the target gene is MRPGTALQAVLLAVLLVGLRAATGRLLSASDLDLRGGQPVCRGGTQRPCYKVIYFHDTSRRLNFEEAKEACRRDGGQLVSIESEDEQKLIEKFIENLLPSDGDFWIGLRRREEKQSNSTACQDLYAWTDGSISQFRNWYVDEPSCGSEVCVVMYHQPSAPAGIGGPYMFQWNDDRCNMKNNFICKYSDEKPAVPSREAEGEETELTTPVLPEETQEEDAKKTFKESREAALNLAYILIPSIPLLLLLVVTTVVCWVWICRKRKREQPDPSTKKQHTIWPSPHQGNSPDLEVYNVIRKQSE.... Result: 0 (no interaction). (3) The miRNA is hsa-miR-660-3p with sequence ACCUCCUGUGUGCAUGGAUUA. Result: 1 (interaction). The protein sequence of the target gene is MVFAFWKVFLILSCLAGQVSVVQVTIPDGFVNVTVGSNVTLICIYTTTVASREQLSIQWSFFHKKEMEPISIYFSQGGQAVAIGQFKDRITGSNDPGNASITISHMQPADSGIYICDVNNPPDFLGQNQGILNVSVLVKPSKPLCSVQGRPETGHTISLSCLSALGTPSPVYYWHKLEGRDIVPVKENFNPTTGILVIGNLTNFEQGYYQCTAINRLGNSSCEIDLTSSHPEVGIIVGALIGSLVGAAIIISVVCFARNKAKAKAKERNSKTIAELEPMTKINPRGESEAMPREDATQLE.... (4) Result: 0 (no interaction). The miRNA is mmu-miR-15a-5p with sequence UAGCAGCACAUAAUGGUUUGUG. The protein sequence of the target gene is MEMTEMTGVSLKRGALVVEDNDSGVPVEETKKQKLSECSLTKGQDGLQNDFLSISEDVPRPPDTVSTGKGGKNSEAQLEDEEEEEEDGLSEECEEEESESFADMMKHGLTEADVGITKFVSSHQGFSGILKERYSDFVVHEIGKDGRISHLNDLSIPVDEEDPSEDIFTVLTAEEKQRLEELQLFKNKETSVAIEVIEDTKEKRTIIHQAIKSLFPGLETKTEDREGKKYIVAYHAAGKKALANPRKHSWPKSRGSYCHFVLYKENKDTMDAINVLSKYLRVKPNIFSYMGTKDKRAITV.... (5) The miRNA is hsa-miR-4733-5p with sequence AAUCCCAAUGCUAGACCCGGUG. The protein sequence of the target gene is MKQLPAATVRLLSSSQIITSVVSVVKELIENSLDAGATSVDVKLENYGFDKIEVRDNGEGIKAVDAPVMAMKYYTSKINSHEDLENLTTYGFRGEALGSICCIAEVLITTRTAADNFSTQYVLDGSGHILSQKPSHLGQGTTVTALRLFKNLPVRKQFYSTAKKCKDEIKKIQDLLMSFGILKPDLRIVFVHNKAVIWQKSRVSDHKMALMSVLGTAVMNNMESFQYHSEESQIYLSGFLPKCDADHSFTSLSTPERSFIFINSRPVHQKDILKLIRHHYNLKCLKESTRLYPVFFLKID.... Result: 0 (no interaction). (6) The miRNA is hsa-miR-1265 with sequence CAGGAUGUGGUCAAGUGUUGUU. The protein sequence of the target gene is MGDPGSEIIESVPPAGPEASESTTDENEDDIQFVSEGPSRPVLEYIDLVCGDDENPSAYYSDILFPKMPKRQGDFLHFLNVKKVKTDTENNEVSKNHCRLSKAKEPHFEYIEQPIIEEKPSLSSKKEIDNLVLPDCWNEKQAFMFTEQYKWLEIKEGKLGCKDCSAVRHLGSKAEKHVHVSKEWIAYLVTPNGSNKTTRQASLRKKIREHDVSKAHGKIQDLLKESTNDSICNLVHKQNNKNIDATVKVFNTVYSLVKHNRPLSDIEGARELQEKNGEVNCLNTRYSATRIAEHIAKEMK.... Result: 1 (interaction). (7) The miRNA is bta-miR-155 with sequence UUAAUGCUAAUCGUGAUAGGGGU. The protein sequence of the target gene is MLASASRERPGYTAGVAAPDLLDPKSAAQNSKPRLSFSSKPTVLASRVESDSAINVMKWKTVSTIFLVVVLYLIIGATVFKALEQPQEISQRTTIVIQKQTFIAQHACVNSTELDELIQQIVAAINAGIIPLGNSSNQVSHWDLGSSFFFAGTVITTIGFGNISPRTEGGKIFCIIYALLGIPLFGFLLAGVGDQLGTIFGKGIAKVEDTFIKWNVSQTKIRIISTIIFILFGCVLFVALPAVIFKHIEGWSALDAIYFVVITLTTIGFGDYVAGGSDIEYLDFYKPVVWFWILVGLAYF.... Result: 0 (no interaction). (8) The miRNA is hsa-miR-3117-5p with sequence AGACACUAUACGAGUCAUAU. The protein sequence of the target gene is MGLLDSEPGSVLNAMSTAFNDTVEFYRWTWTIADKRVADWPLMQSPWPTISISTLYLLFVWLGPKWMKDREPFQMRLVLIIYNFGMVLLNLFIFRELFMGSYNAGYSYICQSVDYSNDVNEVRIAGALWWYFVSKGVEYLDTVFFILRKKNNQVSFLHVYHHCTMFTLWWIGIKWVAGGQAFFGAQMNSFIHVIMYSYYGLTAFGPWIQKYLWWKRYLTMLQLVQFHVTIGHTALSLYTDCPFPKWMHWALIAYAISFIFLFLNFYTRTYNEPKQSKTGKTATNGISSNGVNKSEKALEN.... Result: 0 (no interaction). (9) The miRNA is hsa-miR-149-5p with sequence UCUGGCUCCGUGUCUUCACUCCC. The protein sequence of the target gene is MAESLRSPRRSLYKLVGSPPWKEAFRQRCLERMRNSRDRLLNRYRQAGSSGPGNSQNSFLVQEVMEEEWNALQSVENCPEDLAQLEELIDMAVLEEIQQELINQEQSIISEYEKSLQFDEKCLSIMLAEWEANPLICPVCTKYNLRITSGVVVCQCGLSIPSHSSELTEQKLRACLEGSINEHSAHCPHTPEFSVTGGTEEKSSLLMSCLACDTWAVIL. Result: 1 (interaction). (10) The miRNA is mmu-miR-3470a with sequence UCACUUUGUAGACCAGGCUGG. The protein sequence of the target gene is MDPNCSCSPVGSCACAGSCKCKECKCTSCKKSCCSCCPVGCAKCAQGCICKGTSDKCSCCA. Result: 0 (no interaction).